This data is from Full USPTO retrosynthesis dataset with 1.9M reactions from patents (1976-2016). The task is: Predict the reactants needed to synthesize the given product. (1) Given the product [CH2:16]([N:15]([CH2:18][CH3:19])[CH2:14][CH2:13][CH2:12][NH:11][S:8]([C:4]1[CH:5]=[CH:6][CH:7]=[C:2]([NH:34][C:30]2[CH:31]=[CH:32][CH:33]=[C:28]([CH:27]=[CH:26][C:23]3[CH:24]=[CH:25][N:20]=[CH:21][CH:22]=3)[CH:29]=2)[CH:3]=1)(=[O:10])=[O:9])[CH3:17], predict the reactants needed to synthesize it. The reactants are: Br[C:2]1[CH:3]=[C:4]([S:8]([NH:11][CH2:12][CH2:13][CH2:14][N:15]([CH2:18][CH3:19])[CH2:16][CH3:17])(=[O:10])=[O:9])[CH:5]=[CH:6][CH:7]=1.[N:20]1[CH:25]=[CH:24][C:23](/[CH:26]=[CH:27]/[C:28]2[CH:29]=[C:30]([NH2:34])[CH:31]=[CH:32][CH:33]=2)=[CH:22][CH:21]=1.CC(C1C=C(C(C)C)C(C2C=CC=CC=2P(C2CCCCC2)C2CCCCC2)=C(C(C)C)C=1)C.C([O-])([O-])=O.[K+].[K+]. (2) Given the product [ClH:45].[ClH:45].[F:44][C:2]([F:1])([F:43])[C@H:3]([N:30]1[CH2:34][CH2:33][C@H:32]([NH2:35])[CH2:31]1)[C:4]1[CH:5]=[CH:6][C:7]2[N:8]([C:10]([C:13]3[CH:22]=[CH:21][C:20]4[C:15](=[C:16]([O:24][CH2:25][CH2:26][CH2:27][O:28][CH3:29])[CH:17]=[C:18]([F:23])[CH:19]=4)[N:14]=3)=[N:11][N:12]=2)[CH:9]=1, predict the reactants needed to synthesize it. The reactants are: [F:1][C:2]([F:44])([F:43])[C@H:3]([N:30]1[CH2:34][CH2:33][C@H:32]([NH:35]C(=O)OC(C)(C)C)[CH2:31]1)[C:4]1[CH:5]=[CH:6][C:7]2[N:8]([C:10]([C:13]3[CH:22]=[CH:21][C:20]4[C:15](=[C:16]([O:24][CH2:25][CH2:26][CH2:27][O:28][CH3:29])[CH:17]=[C:18]([F:23])[CH:19]=4)[N:14]=3)=[N:11][N:12]=2)[CH:9]=1.[ClH:45]. (3) The reactants are: [C:1]([OH:8])(=[O:7])[CH2:2][CH2:3][C:4]([CH3:6])=O.Cl.[F:10][C:11]1[CH:12]=[C:13]([CH:26]=[CH:27][C:28]=1[F:29])[C:14]([N:16]([C:18]1[CH:23]=[CH:22][C:21]([O:24][CH3:25])=[CH:20][CH:19]=1)N)=[O:15]. Given the product [F:10][C:11]1[CH:12]=[C:13]([CH:26]=[CH:27][C:28]=1[F:29])[C:14]([N:16]1[C:18]2[C:19](=[CH:20][C:21]([O:24][CH3:25])=[CH:22][CH:23]=2)[C:3]([CH2:2][C:1]([OH:8])=[O:7])=[C:4]1[CH3:6])=[O:15], predict the reactants needed to synthesize it. (4) The reactants are: Br[C:2]1[CH:3]=[C:4]2[C:8](=[CH:9][CH:10]=1)[NH:7][N:6]=[C:5]2[C:11]1[N:12]=[N:13][N:14]([C:16]2[CH:21]=[CH:20][C:19]([C:22]([N:24]3[CH2:29][CH2:28][O:27][CH2:26][CH2:25]3)=[O:23])=[CH:18][CH:17]=2)[CH:15]=1.[CH3:30][N:31]1[CH2:36][CH:35]=[C:34](B(O)O)[CH2:33][CH2:32]1.[F-].[Cs+]. Given the product [CH3:30][N:31]1[CH2:32][CH:33]=[C:34]([C:2]2[CH:3]=[C:4]3[C:8](=[CH:9][CH:10]=2)[NH:7][N:6]=[C:5]3[C:11]2[N:12]=[N:13][N:14]([C:16]3[CH:21]=[CH:20][C:19]([C:22]([N:24]4[CH2:29][CH2:28][O:27][CH2:26][CH2:25]4)=[O:23])=[CH:18][CH:17]=3)[CH:15]=2)[CH2:35][CH2:36]1, predict the reactants needed to synthesize it. (5) Given the product [C:36]1([C:42]2[CH:47]=[C:46]([C:18]3[C:19]4[C:24]([C:11]([C:8]5[CH:9]=[C:10]6[C:5]([CH:4]=[CH:3][C:2]([C:26]7[CH:35]=[CH:34][C:33]8[C:28](=[CH:29][CH:30]=[CH:31][CH:32]=8)[CH:27]=7)=[CH:1]6)=[CH:6][CH:7]=5)=[C:12]5[C:17]=3[CH:16]=[CH:15][CH:14]=[CH:13]5)=[CH:23][CH:22]=[CH:21][CH:20]=4)[CH:45]=[C:44]([C:51]3[CH:56]=[CH:55][CH:54]=[CH:53][CH:52]=3)[CH:43]=2)[CH:41]=[CH:40][CH:39]=[CH:38][CH:37]=1, predict the reactants needed to synthesize it. The reactants are: [CH:1]1[C:10]2[C:5](=[CH:6][CH:7]=[C:8]([C:11]3[C:12]4[C:17]([C:18](Br)=[C:19]5[C:24]=3[CH:23]=[CH:22][CH:21]=[CH:20]5)=[CH:16][CH:15]=[CH:14][CH:13]=4)[CH:9]=2)[CH:4]=[CH:3][C:2]=1[C:26]1[CH:35]=[CH:34][C:33]2[C:28](=[CH:29][CH:30]=[CH:31][CH:32]=2)[CH:27]=1.[C:36]1([C:42]2[CH:47]=[C:46](B(O)O)[CH:45]=[C:44]([C:51]3[CH:56]=[CH:55][CH:54]=[CH:53][CH:52]=3)[CH:43]=2)[CH:41]=[CH:40][CH:39]=[CH:38][CH:37]=1.P([O-])([O-])([O-])=O.[K+].[K+].[K+].C1(C)C=CC=CC=1.